This data is from Reaction yield outcomes from USPTO patents with 853,638 reactions. The task is: Predict the reaction yield, written as a fraction of the theoretical maximum amount of product (1.0 means a 100% yield; for example, 0.34 means a 34% yield). (1) The reactants are [CH2:1]([C:3]1[CH:8]=[C:7]([CH3:9])[CH:6]=[C:5]([CH2:10][CH3:11])[C:4]=1[CH2:12][C:13]([CH:15]1[CH2:20][C:19](=[CH2:21])[CH2:18][CH2:17][CH:16]1[C:22]([OH:24])=[O:23])=[O:14])[CH3:2].[C:25](=O)([O-])[O-].[K+].[K+].COS(OC)(=O)=O. The yield is 0.690. The product is [CH2:10]([C:5]1[CH:6]=[C:7]([CH3:9])[CH:8]=[C:3]([CH2:1][CH3:2])[C:4]=1[CH2:12][C:13]([CH:15]1[CH2:20][C:19](=[CH2:21])[CH2:18][CH2:17][CH:16]1[C:22]([O:24][CH3:25])=[O:23])=[O:14])[CH3:11]. The catalyst is CC(C)=O.C(OCC)(=O)C. (2) The reactants are [F:1][C:2]([F:18])([F:17])[CH:3]([C:5]1[CH:10]=[CH:9][CH:8]=[CH:7][C:6]=1[C:11]1[CH:15]=[C:14]([CH3:16])[S:13][CH:12]=1)[OH:4].[NH2:19][C:20]1[N:25]=[C:24](Cl)[CH:23]=[C:22]([Cl:27])[N:21]=1.C(=O)([O-])[O-].[Cs+].[Cs+].O1CCOCC1. The catalyst is C(OCC)(=O)C. The product is [Cl:27][C:22]1[CH:23]=[C:24]([O:4][CH:3]([C:5]2[CH:10]=[CH:9][CH:8]=[CH:7][C:6]=2[C:11]2[CH:15]=[C:14]([CH3:16])[S:13][CH:12]=2)[C:2]([F:1])([F:17])[F:18])[N:25]=[C:20]([NH2:19])[N:21]=1. The yield is 0.680. (3) The reactants are [C:1]([O:5][C:6]([NH:8][C@H:9]1[CH2:23][CH2:22][CH2:21][O:20][CH2:19][CH:18]=[CH:17][C@@H:16]2[CH2:24][C@@:15]2([C:25](O)=[O:26])[NH:14][C:13](=[O:28])[C@@H:12]2[CH2:29][C@@H:30]([O:32][C:33]([N:35]3[CH2:43][C:42]4[C:37](=[CH:38][CH:39]=[CH:40][C:41]=4[F:44])[CH2:36]3)=[O:34])[CH2:31][N:11]2[C:10]1=[O:45])=[O:7])([CH3:4])([CH3:3])[CH3:2].N1(C(N2C=CN=C2)=O)C=CN=C1.[CH:58]1([S:61]([NH2:64])(=[O:63])=[O:62])[CH2:60][CH2:59]1.C1CCN2C(=NCCC2)CC1.S([O-])(O)(=O)=O.[K+]. The catalyst is C1(C)C=CC=CC=1.O. The product is [F:44][C:41]1[CH:40]=[CH:39][CH:38]=[C:37]2[C:42]=1[CH2:43][N:35]([C:33]([O:32][C@H:30]1[CH2:31][N:11]3[C@H:12]([C:13](=[O:28])[NH:14][C@:15]4([C:25](=[O:26])[NH:64][S:61]([CH:58]5[CH2:60][CH2:59]5)(=[O:63])=[O:62])[CH2:24][C@H:16]4[CH:17]=[CH:18][CH2:19][O:20][CH2:21][CH2:22][CH2:23][C@H:9]([NH:8][C:6]([O:5][C:1]([CH3:3])([CH3:4])[CH3:2])=[O:7])[C:10]3=[O:45])[CH2:29]1)=[O:34])[CH2:36]2. The yield is 0.550. (4) The reactants are C(OC(=O)[NH:7][C:8]1[CH:9]=[N:10][C:11]([O:15][C:16]2[CH:21]=[C:20]([O:22][CH2:23][CH2:24][O:25][CH3:26])[CH:19]=[CH:18][C:17]=2/[CH:27]=[CH:28]/[C:29](=[O:39])[NH:30][S:31]([CH2:34][CH2:35][CH2:36][CH2:37][CH3:38])(=[O:33])=[O:32])=[C:12]([CH3:14])[CH:13]=1)(C)(C)C.CO.[ClH:43]. The catalyst is CO. The product is [ClH:43].[ClH:43].[NH2:7][C:8]1[CH:13]=[C:12]([CH3:14])[C:11]([O:15][C:16]2[CH:21]=[C:20]([O:22][CH2:23][CH2:24][O:25][CH3:26])[CH:19]=[CH:18][C:17]=2/[CH:27]=[CH:28]/[C:29]([NH:30][S:31]([CH2:34][CH2:35][CH2:36][CH2:37][CH3:38])(=[O:33])=[O:32])=[O:39])=[N:10][CH:9]=1. The yield is 0.660.